The task is: Predict the product of the given reaction.. This data is from Forward reaction prediction with 1.9M reactions from USPTO patents (1976-2016). (1) Given the reactants [CH3:1][O:2][C:3]1[CH:31]=[C:30]([O:32][CH3:33])[CH:29]=[CH:28][C:4]=1[CH2:5][NH:6][C:7]1[CH:14]=[CH:13][C:10]([C:11]#[N:12])=[CH:9][C:8]=1[NH:15][C:16]1[N:21]=[C:20](SC#N)[C:19]([N+:25]([O-:27])=[O:26])=[CH:18][N:17]=1.Cl.[F:35][C:36]1[CH:37]=[C:38]2[C:43](=[C:44]([F:46])[CH:45]=1)[O:42][CH2:41][CH2:40][C@H:39]2[NH2:47].C(=O)([O-])[O-].[K+].[K+], predict the reaction product. The product is: [CH3:1][O:2][C:3]1[CH:31]=[C:30]([O:32][CH3:33])[CH:29]=[CH:28][C:4]=1[CH2:5][NH:6][C:7]1[CH:14]=[CH:13][C:10]([C:11]#[N:12])=[CH:9][C:8]=1[NH:15][C:16]1[N:21]=[C:20]([NH:47][C@H:39]2[C:38]3[C:43](=[C:44]([F:46])[CH:45]=[C:36]([F:35])[CH:37]=3)[O:42][CH2:41][CH2:40]2)[C:19]([N+:25]([O-:27])=[O:26])=[CH:18][N:17]=1. (2) Given the reactants [I:1][C:2]1[CH:16]=[CH:15][C:5]2[NH:6][C:7]([C@@H:9]3[CH2:13][C@H:12]([CH3:14])[CH2:11][NH:10]3)=[N:8][C:4]=2[CH:3]=1.[CH3:17][O:18][C:19]([NH:21][C@@H:22]([CH:26]([CH3:28])[CH3:27])[C:23](O)=[O:24])=[O:20].CN(C(ON1N=NC2C=CC=NC1=2)=[N+](C)C)C.F[P-](F)(F)(F)(F)F.CCN(C(C)C)C(C)C, predict the reaction product. The product is: [I:1][C:2]1[CH:16]=[CH:15][C:5]2[NH:6][C:7]([C@@H:9]3[CH2:13][C@H:12]([CH3:14])[CH2:11][N:10]3[C:23]([C@@H:22]([NH:21][C:19](=[O:20])[O:18][CH3:17])[CH:26]([CH3:28])[CH3:27])=[O:24])=[N:8][C:4]=2[CH:3]=1. (3) Given the reactants C[O:2][C:3](=[O:30])[C@@H:4]([O:27][CH2:28][CH3:29])[CH2:5][C:6]1[CH:11]=[CH:10][C:9]([O:12][CH2:13][C:14]2[N:15]=[C:16]([C:20]3[CH:25]=[CH:24][CH:23]=[CH:22][CH:21]=3)[O:17][C:18]=2[CH3:19])=[CH:8][C:7]=1[Cl:26].[Li+].[OH-], predict the reaction product. The product is: [Cl:26][C:7]1[CH:8]=[C:9]([O:12][CH2:13][C:14]2[N:15]=[C:16]([C:20]3[CH:25]=[CH:24][CH:23]=[CH:22][CH:21]=3)[O:17][C:18]=2[CH3:19])[CH:10]=[CH:11][C:6]=1[CH2:5][C@H:4]([O:27][CH2:28][CH3:29])[C:3]([OH:30])=[O:2]. (4) The product is: [CH:17]([Si:4]([CH:1]([CH3:3])[CH3:2])([CH:20]([CH3:22])[CH3:21])[O:5][CH2:6][CH2:7][C:8]1[CH:9]=[C:10]([CH2:14][CH:15]=[O:16])[CH:11]=[CH:12][CH:13]=1)([CH3:18])[CH3:19]. Given the reactants [CH:1]([Si:4]([CH:20]([CH3:22])[CH3:21])([CH:17]([CH3:19])[CH3:18])[O:5][CH2:6][CH2:7][C:8]1[CH:9]=[C:10]([CH2:14][CH2:15][OH:16])[CH:11]=[CH:12][CH:13]=1)([CH3:3])[CH3:2].CC(OI1(OC(C)=O)(OC(C)=O)OC(=O)C2C=CC=CC1=2)=O, predict the reaction product. (5) Given the reactants [CH3:1][C:2]1[CH:7]=[C:6]([CH3:8])[CH:5]=[CH:4][C:3]=1[C:9]1[CH:18]=[CH:17][CH:16]=[C:15]2[C:10]=1[C:11](=[O:26])[CH:12]=[CH:13][N:14]2[CH:19]([CH2:23][CH2:24][CH3:25])[CH2:20][CH2:21][CH3:22].[Br:27]NC(=O)CCC(N)=O, predict the reaction product. The product is: [CH3:1][C:2]1[CH:7]=[C:6]([CH3:8])[CH:5]=[CH:4][C:3]=1[C:9]1[CH:18]=[CH:17][CH:16]=[C:15]2[C:10]=1[C:11](=[O:26])[C:12]([Br:27])=[CH:13][N:14]2[CH:19]([CH2:23][CH2:24][CH3:25])[CH2:20][CH2:21][CH3:22]. (6) Given the reactants Cl.[CH2:2]([C:9]1[CH:14]=[CH:13][C:12]([N:15]2[CH2:20][CH2:19][NH:18][CH2:17][CH2:16]2)=[CH:11][CH:10]=1)[C:3]1[CH:8]=[CH:7][CH:6]=[CH:5][CH:4]=1.[CH3:21][O:22][C:23](=[O:27])[CH2:24][CH2:25]Br.[OH-].[Na+:29], predict the reaction product. The product is: [CH3:21][O:22][C:23](=[O:27])[CH2:24][CH2:25][N:18]1[CH2:19][CH2:20][N:15]([C:12]2[CH:13]=[CH:14][C:9]([CH2:2][C:3]3[CH:8]=[CH:7][CH:6]=[CH:5][CH:4]=3)=[CH:10][CH:11]=2)[CH2:16][CH2:17]1.[Na+:29].[CH2:2]([C:9]1[CH:14]=[CH:13][C:12]([N:15]2[CH2:20][CH2:19][N:18]([CH2:25][CH2:24][C:23]([O-:27])=[O:22])[CH2:17][CH2:16]2)=[CH:11][CH:10]=1)[C:3]1[CH:8]=[CH:7][CH:6]=[CH:5][CH:4]=1.